From a dataset of Full USPTO retrosynthesis dataset with 1.9M reactions from patents (1976-2016). Predict the reactants needed to synthesize the given product. (1) Given the product [CH2:1]([N:8]([CH3:27])[S:9]([C:12]1[CH:13]=[C:14]2[C:18](=[CH:19][CH:20]=1)[NH:17][C:16](=[O:21])[C:15]2=[O:22])(=[O:11])=[O:10])[C:2]1[CH:7]=[CH:6][CH:5]=[CH:4][CH:3]=1, predict the reactants needed to synthesize it. The reactants are: [CH2:1]([N:8]([CH3:27])[S:9]([C:12]1[CH:13]=[C:14]2[C:18](=[CH:19][CH:20]=1)[NH:17][C:16](=[O:21])[C:15]12OCCC[O:22]1)(=[O:11])=[O:10])[C:2]1[CH:7]=[CH:6][CH:5]=[CH:4][CH:3]=1.[OH-].C([N+](C)(C)C)C1C=CC=CC=1.C(#N)C=C. (2) Given the product [CH3:11][O:12][CH2:13][CH2:14][O:15][C:16]1[CH:24]=[CH:23][C:19]([C:20]([O:10][C:4]2[CH:3]=[C:2]([F:1])[C:7]([F:8])=[C:6]([F:9])[CH:5]=2)=[O:21])=[CH:18][CH:17]=1, predict the reactants needed to synthesize it. The reactants are: [F:1][C:2]1[CH:3]=[C:4]([OH:10])[CH:5]=[C:6]([F:9])[C:7]=1[F:8].[CH3:11][O:12][CH2:13][CH2:14][O:15][C:16]1[CH:24]=[CH:23][C:19]([C:20](O)=[O:21])=[CH:18][CH:17]=1. (3) Given the product [C:12]([NH:1][C:2]1[O:3][CH:4]=[C:5]([C:7]([O:9][CH2:10][CH3:11])=[O:8])[N:6]=1)(=[O:14])[CH3:13], predict the reactants needed to synthesize it. The reactants are: [NH2:1][C:2]1[O:3][CH:4]=[C:5]([C:7]([O:9][CH2:10][CH3:11])=[O:8])[N:6]=1.[C:12](OC(=O)C)(=[O:14])[CH3:13]. (4) Given the product [F:47][C:48]1[CH:49]=[C:50]([NH:56][C:2]2[C:7]([C:8]3[N:13]=[C:12]([CH3:14])[N:11]=[C:10]([N:15]([CH2:16][C:17]4[CH:22]=[CH:21][C:20]([O:23][CH3:24])=[CH:19][CH:18]=4)[CH2:25][C:26]4[CH:27]=[CH:28][C:29]([O:32][CH3:33])=[CH:30][CH:31]=4)[CH:9]=3)=[CH:6][C:5]([C@H:34]([N:36]3[CH2:41][CH2:40][N:39]([S:42]([CH3:45])(=[O:44])=[O:43])[CH2:38][C@@H:37]3[CH3:46])[CH3:35])=[CH:4][N:3]=2)[CH:51]=[N:52][C:53]=1[O:54][CH3:55], predict the reactants needed to synthesize it. The reactants are: F[C:2]1[C:7]([C:8]2[N:13]=[C:12]([CH3:14])[N:11]=[C:10]([N:15]([CH2:25][C:26]3[CH:31]=[CH:30][C:29]([O:32][CH3:33])=[CH:28][CH:27]=3)[CH2:16][C:17]3[CH:22]=[CH:21][C:20]([O:23][CH3:24])=[CH:19][CH:18]=3)[CH:9]=2)=[CH:6][C:5]([C@H:34]([N:36]2[CH2:41][CH2:40][N:39]([S:42]([CH3:45])(=[O:44])=[O:43])[CH2:38][C@@H:37]2[CH3:46])[CH3:35])=[CH:4][N:3]=1.[F:47][C:48]1[CH:49]=[C:50]([NH2:56])[CH:51]=[N:52][C:53]=1[O:54][CH3:55].C[Si]([N-][Si](C)(C)C)(C)C.[Li+].[NH4+].[Cl-]. (5) Given the product [Cl:1][C:2]1[CH:3]=[C:4]([NH:8][C:26]([C:23]2[N:22]=[N:21][N:20]([C:17]3[CH:18]=[CH:19][C:14]([F:13])=[CH:15][CH:16]=3)[C:24]=2[CH3:25])=[O:27])[CH:5]=[N:6][CH:7]=1, predict the reactants needed to synthesize it. The reactants are: [Cl:1][C:2]1[CH:3]=[C:4]([NH2:8])[CH:5]=[N:6][CH:7]=1.C[Al](C)C.[F:13][C:14]1[CH:19]=[CH:18][C:17]([N:20]2[C:24]([CH3:25])=[C:23]([C:26](OCC)=[O:27])[N:22]=[N:21]2)=[CH:16][CH:15]=1.CO.